Dataset: Forward reaction prediction with 1.9M reactions from USPTO patents (1976-2016). Task: Predict the product of the given reaction. Given the reactants [F:1][C:2]1[CH:3]=[C:4]([N:9]2[C:13]([CH3:15])([CH3:14])[C:12](=[O:16])[N:11]([C:17]3[CH:24]=[CH:23][C:20]([C:21]#[N:22])=[C:19]([C:25]([F:28])([F:27])[F:26])[CH:18]=3)[C:10]2=[S:29])[CH:5]=[CH:6][C:7]=1[OH:8].C(N(CC)CC)C.[F:37][C:38]([F:44])([F:43])[S:39](O)(=[O:41])=[O:40], predict the reaction product. The product is: [F:37][C:38]([F:44])([F:43])[S:39]([O:8][C:7]1[CH:6]=[CH:5][C:4]([N:9]2[C:13]([CH3:14])([CH3:15])[C:12](=[O:16])[N:11]([C:17]3[CH:24]=[CH:23][C:20]([C:21]#[N:22])=[C:19]([C:25]([F:26])([F:27])[F:28])[CH:18]=3)[C:10]2=[S:29])=[CH:3][C:2]=1[F:1])(=[O:41])=[O:40].